Predict which catalyst facilitates the given reaction. From a dataset of Catalyst prediction with 721,799 reactions and 888 catalyst types from USPTO. (1) Reactant: [Cl:1][C:2]1[CH:8]=[CH:7][C:5]([NH2:6])=[CH:4][C:3]=1[CH3:9].Cl.[N:11]([O-])=O.[Na+].[F:15][B-:16]([F:19])([F:18])[F:17].[Na+]. Product: [F:15][B-:16]([F:19])([F:18])[F:17].[Cl:1][C:2]1[CH:8]=[CH:7][C:5]([N+:6]#[N:11])=[CH:4][C:3]=1[CH3:9]. The catalyst class is: 6. (2) Reactant: [Cl:1][C:2]1[CH:7]=[CH:6][C:5]([CH:8]([NH:21]S(C(C)(C)C)=O)[CH2:9][CH2:10][C:11]2[CH:16]=[CH:15][C:14]([C:17]([F:20])([F:19])[F:18])=[CH:13][CH:12]=2)=[CH:4][CH:3]=1.Cl. Product: [ClH:1].[Cl:1][C:2]1[CH:7]=[CH:6][C:5]([CH:8]([NH2:21])[CH2:9][CH2:10][C:11]2[CH:16]=[CH:15][C:14]([C:17]([F:19])([F:20])[F:18])=[CH:13][CH:12]=2)=[CH:4][CH:3]=1. The catalyst class is: 71. (3) Reactant: Cl.[CH3:2][O:3][C:4]1[CH:9]=[CH:8][C:7]([C:10](=[O:26])[CH2:11][C:12]2[CH:17]=[CH:16][N:15]=[C:14]([NH:18]C(OC(C)(C)C)=O)[CH:13]=2)=[CH:6][CH:5]=1. Product: [NH2:18][C:14]1[CH:13]=[C:12]([CH2:11][C:10]([C:7]2[CH:8]=[CH:9][C:4]([O:3][CH3:2])=[CH:5][CH:6]=2)=[O:26])[CH:17]=[CH:16][N:15]=1. The catalyst class is: 74. (4) Reactant: [Br:1][C:2]1[CH:8]=[CH:7][CH:6]=[C:5]([Br:9])[C:3]=1[NH2:4].[OH:10]O. Product: [Br:1][C:2]1[CH:8]=[CH:7][CH:6]=[C:5]([Br:9])[C:3]=1[N:4]=[O:10]. The catalyst class is: 15.